From a dataset of Reaction yield outcomes from USPTO patents with 853,638 reactions. Predict the reaction yield, written as a fraction of the theoretical maximum amount of product (1.0 means a 100% yield; for example, 0.34 means a 34% yield). (1) The reactants are [Cl:1][C:2]1[CH:3]=[CH:4][C:5]([S:21][S:21][C:5]2[CH:4]=[CH:3][C:2]([Cl:1])=[CH:7][C:6]=2[NH:8][S:9]([C:12]2[O:13][C:14]3[CH:20]=[CH:19][CH:18]=[CH:17][C:15]=3[CH:16]=2)(=[O:11])=[O:10])=[C:6]([NH:8][S:9]([C:12]2[O:13][C:14]3[CH:20]=[CH:19][CH:18]=[CH:17][C:15]=3[CH:16]=2)(=[O:11])=[O:10])[CH:7]=1.Br[CH2:44][C:45]1[CH:49]=[CH:48][N:47]([C:50]([O:52][C:53]([CH3:56])([CH3:55])[CH3:54])=[O:51])[N:46]=1. The yield is 0.360. The product is [O:13]1[C:14]2[CH:20]=[CH:19][CH:18]=[CH:17][C:15]=2[CH:16]=[C:12]1[S:9]([NH:8][C:6]1[CH:7]=[C:2]([Cl:1])[CH:3]=[CH:4][C:5]=1[S:21][CH2:44][C:45]1[CH:49]=[CH:48][N:47]([C:50]([O:52][C:53]([CH3:56])([CH3:55])[CH3:54])=[O:51])[N:46]=1)(=[O:11])=[O:10]. No catalyst specified. (2) The reactants are [Cl:1][C:2]1[C:3](=O)[O:4][C:5](=[O:8])[C:6]=1[CH3:7].[Br:10][C:11]1[C:12]([C:18]([F:21])([F:20])[F:19])=[CH:13][C:14]([NH2:17])=[N:15][CH:16]=1. The catalyst is C(O)(=O)C. The product is [Br:10][C:11]1[C:12]([C:18]([F:21])([F:19])[F:20])=[CH:13][C:14]([N:17]2[C:5](=[O:8])[C:6]([CH3:7])=[C:2]([Cl:1])[C:3]2=[O:4])=[N:15][CH:16]=1. The yield is 0.560.